Dataset: Full USPTO retrosynthesis dataset with 1.9M reactions from patents (1976-2016). Task: Predict the reactants needed to synthesize the given product. (1) The reactants are: C(O[CH:5]([CH:19]([CH3:21])[CH3:20])[C:6]([C:8]1[C:17]2[C:12](=[CH:13][CH:14]=[CH:15][CH:16]=2)[C:11]([F:18])=[CH:10][CH:9]=1)=[O:7])(=O)C.Cl.OC(C(C)C)C(C1C2C(=CC=CC=2)C(F)=CC=1)=O.OC(C1C2C(=CC=CC=2)C(F)=CC=1)C(=O)C(C)C.[N:59]#[C:60][NH2:61]. Given the product [NH2:61][C:60]1[O:7][C:6]([C:8]2[C:17]3[C:12](=[CH:13][CH:14]=[CH:15][CH:16]=3)[C:11]([F:18])=[CH:10][CH:9]=2)=[C:5]([CH:19]([CH3:21])[CH3:20])[N:59]=1, predict the reactants needed to synthesize it. (2) Given the product [O:21]=[C:18]1[CH2:19][CH2:20][N:15]([C:12]2[CH:13]=[CH:14][C:9]([NH:8][C:1](=[O:5])[CH2:2][CH2:3][CH3:4])=[CH:10][CH:11]=2)[CH2:16][CH2:17]1, predict the reactants needed to synthesize it. The reactants are: [C:1](Cl)(=[O:5])[CH2:2][CH2:3][CH3:4].Cl.[NH2:8][C:9]1[CH:14]=[CH:13][C:12]([N:15]2[CH2:20][CH2:19][C:18](=[O:21])[CH2:17][CH2:16]2)=[CH:11][CH:10]=1.C(N(CC)CC)C. (3) Given the product [CH2:19]([O:18][C:12]1[CH:11]=[C:10]2[C:15]([CH:16]=[C:8]([C:6]([OH:7])=[O:5])[NH:9]2)=[C:14]([CH3:17])[CH:13]=1)[C:20]1[CH:25]=[CH:24][CH:23]=[CH:22][CH:21]=1, predict the reactants needed to synthesize it. The reactants are: [OH-].[K+].C([O:5][C:6]([C:8]1[NH:9][C:10]2[C:15]([CH:16]=1)=[C:14]([CH3:17])[CH:13]=[C:12]([O:18][CH2:19][C:20]1[CH:25]=[CH:24][CH:23]=[CH:22][CH:21]=1)[CH:11]=2)=[O:7])C.Cl. (4) Given the product [I:11][C:8]1[CH:9]=[CH:10][C:5]([C:3]2[N:12]=[C:13]3[CH:18]=[CH:17][CH:16]=[CH:15][N:14]3[CH:2]=2)=[CH:6][CH:7]=1, predict the reactants needed to synthesize it. The reactants are: Br[CH2:2][C:3]([C:5]1[CH:10]=[CH:9][C:8]([I:11])=[CH:7][CH:6]=1)=O.[NH2:12][C:13]1[CH:18]=[CH:17][CH:16]=[CH:15][N:14]=1.C(=O)([O-])O.[Na+]. (5) Given the product [C:30]([C:32]1[C:33]([N:20]2[CH2:21][CH2:22][C:16]3[C:15]([N:23]4[CH2:28][CH2:27][O:26][CH2:25][C@@H:24]4[CH3:29])=[N:14][C:13]([C:10]4[CH:9]=[CH:8][C:7]([NH:6][C:4]([NH:3][CH2:1][CH3:2])=[O:5])=[CH:12][CH:11]=4)=[N:18][C:17]=3[CH2:19]2)=[N:34][CH:35]=[CH:36][CH:37]=1)#[N:31], predict the reactants needed to synthesize it. The reactants are: [CH2:1]([NH:3][C:4]([NH:6][C:7]1[CH:12]=[CH:11][C:10]([C:13]2[N:14]=[C:15]([N:23]3[CH2:28][CH2:27][O:26][CH2:25][C@@H:24]3[CH3:29])[C:16]3[CH2:22][CH2:21][NH:20][CH2:19][C:17]=3[N:18]=2)=[CH:9][CH:8]=1)=[O:5])[CH3:2].[C:30]([C:32]1[C:33](Cl)=[N:34][CH:35]=[CH:36][CH:37]=1)#[N:31]. (6) The reactants are: C[O:2][C:3]([C:5]1[CH:10]=[CH:9][C:8]([CH3:11])=[C:7]([S:12]([N:15]2[CH2:20][CH2:19][CH2:18][CH2:17][CH2:16]2)(=[O:14])=[O:13])[N:6]=1)=[O:4].O.[OH-].[Li+]. Given the product [CH3:11][C:8]1[CH:9]=[CH:10][C:5]([C:3]([OH:4])=[O:2])=[N:6][C:7]=1[S:12]([N:15]1[CH2:16][CH2:17][CH2:18][CH2:19][CH2:20]1)(=[O:14])=[O:13], predict the reactants needed to synthesize it.